From a dataset of Catalyst prediction with 721,799 reactions and 888 catalyst types from USPTO. Predict which catalyst facilitates the given reaction. (1) Reactant: [CH:1]1[C:6]([CH:7]=O)=[CH:5][C:4]2[O:9][CH2:10][O:11][C:3]=2[CH:2]=1.C(O)C.[NH2:15][C:16]1[CH:21]=[CH:20][CH:19]=[CH:18][CH:17]=1.C(O)(=O)C. Product: [O:11]1[C:3]2[CH:2]=[CH:1][C:6]([CH:7]=[N:15][C:16]3[CH:21]=[CH:20][CH:19]=[CH:18][CH:17]=3)=[CH:5][C:4]=2[O:9][CH2:10]1. The catalyst class is: 6. (2) Reactant: [CH2:1]([O:4][NH:5][C@@H:6]1[C:11]([CH3:12])=[CH:10][C@@H:9]([CH2:13][O:14][Si:15]([C:18]([CH3:21])([CH3:20])[CH3:19])([CH3:17])[CH3:16])[NH:8][CH2:7]1)[CH:2]=[CH2:3].C(N(CC)C(C)C)(C)C.Cl[C:32](Cl)([O:34]C(=O)OC(Cl)(Cl)Cl)Cl. Product: [CH2:1]([O:4][N:5]1[C:32](=[O:34])[N:8]2[CH2:7][C@H:6]1[C:11]([CH3:12])=[CH:10][C@H:9]2[CH2:13][O:14][Si:15]([C:18]([CH3:21])([CH3:20])[CH3:19])([CH3:16])[CH3:17])[CH:2]=[CH2:3]. The catalyst class is: 10. (3) Reactant: [CH3:1][N:2]([CH3:4])[NH2:3].[CH2:5]([N:12]1[CH2:17][CH2:16][C:15](=O)[CH:14]([CH3:19])[CH2:13]1)[C:6]1[CH:11]=[CH:10][CH:9]=[CH:8][CH:7]=1. Product: [CH2:5]([N:12]1[CH2:17][CH2:16]/[C:15](=[N:3]\[N:2]([CH3:4])[CH3:1])/[CH:14]([CH3:19])[CH2:13]1)[C:6]1[CH:11]=[CH:10][CH:9]=[CH:8][CH:7]=1. The catalyst class is: 8. (4) Reactant: [CH2:1]([O:8][C:9]([NH:11][C@@H:12]1[CH2:20][CH2:19][CH2:18][C:17]2[N:16]([CH2:21][CH2:22]OS(C)(=O)=O)[N:15]=[CH:14][C:13]1=2)=[O:10])[C:2]1[CH:7]=[CH:6][CH:5]=[CH:4][CH:3]=1.[C-:28]#[N:29].[Na+].O. Product: [CH2:1]([O:8][C:9](=[O:10])[NH:11][C@@H:12]1[CH2:20][CH2:19][CH2:18][C:17]2[N:16]([CH2:21][CH2:22][C:28]#[N:29])[N:15]=[CH:14][C:13]1=2)[C:2]1[CH:7]=[CH:6][CH:5]=[CH:4][CH:3]=1. The catalyst class is: 16.